From a dataset of Reaction yield outcomes from USPTO patents with 853,638 reactions. Predict the reaction yield, written as a fraction of the theoretical maximum amount of product (1.0 means a 100% yield; for example, 0.34 means a 34% yield). (1) The reactants are [Cl:1][C:2]1[CH:7]=[CH:6][CH:5]=[CH:4][C:3]=1[N+:8]([O-])=[O:9].[Cl-].[NH4+]. The catalyst is O.[Zn]. The product is [Cl:1][C:2]1[CH:7]=[CH:6][CH:5]=[CH:4][C:3]=1[NH:8][OH:9]. The yield is 0.769. (2) The reactants are [CH3:1][N:2]1[CH2:7][CH2:6][N:5]([CH2:8][C:9]([OH:11])=O)[CH2:4][CH2:3]1.C(N(CC)C(C)C)(C)C.F[B-](F)(F)F.N1(OC(N(C)C)=[N+](C)C)C2C=CC=CC=2N=N1.[CH:43]1([NH:50][C:51]2[O:52][CH2:53][C:54]3[CH:60]=[C:59]([NH2:61])[CH:58]=[CH:57][C:55]=3[N:56]=2)[CH2:49][CH2:48][CH2:47][CH2:46][CH2:45][CH2:44]1. The catalyst is ClCCl.CN(C)C=O.O. The product is [CH:43]1([NH:50][C:51]2[O:52][CH2:53][C:54]3[CH:60]=[C:59]([NH:61][C:9](=[O:11])[CH2:8][N:5]4[CH2:4][CH2:3][N:2]([CH3:1])[CH2:7][CH2:6]4)[CH:58]=[CH:57][C:55]=3[N:56]=2)[CH2:44][CH2:45][CH2:46][CH2:47][CH2:48][CH2:49]1. The yield is 0.410. (3) The reactants are [CH3:1][NH:2][NH2:3].Br[C:5]1([C:9]([O:11][CH2:12][CH3:13])=[O:10])[CH2:8][CH2:7][CH2:6]1.C(N(CC)C(C)C)(C)C.[F:23][C:24]1[C:31]([F:32])=[CH:30][CH:29]=[CH:28][C:25]=1[CH:26]=O. The catalyst is CO. The product is [F:23][C:24]1[C:31]([F:32])=[CH:30][CH:29]=[CH:28][C:25]=1[CH:26]=[N:3][N:2]([C:5]1([C:9]([O:11][CH2:12][CH3:13])=[O:10])[CH2:8][CH2:7][CH2:6]1)[CH3:1]. The yield is 0.110. (4) The reactants are [F:1][C:2]1[C:3]([C:8]2([C:12]#[N:13])[CH2:11][CH2:10][CH2:9]2)=[N:4][CH:5]=[CH:6][CH:7]=1.[H-].[H-].[H-].[H-].[Li+].[Al+3]. The catalyst is C1COCC1. The product is [F:1][C:2]1[C:3]([C:8]2([CH2:12][NH2:13])[CH2:11][CH2:10][CH2:9]2)=[N:4][CH:5]=[CH:6][CH:7]=1. The yield is 0.880. (5) The reactants are [BH4-].[Na+].CO.C[O:6][C:7](=O)[CH2:8][C:9]1[CH:14]=[CH:13][CH:12]=[C:11]([C:15]2[CH:23]=[CH:22][CH:21]=[C:20]3[C:16]=2[CH2:17][C:18](=[O:24])[NH:19]3)[CH:10]=1.[Cl-].[Cl-].[Ca+2]. The catalyst is C1COCC1. The product is [OH:6][CH2:7][CH2:8][C:9]1[CH:10]=[C:11]([C:15]2[CH:23]=[CH:22][CH:21]=[C:20]3[C:16]=2[CH2:17][C:18](=[O:24])[NH:19]3)[CH:12]=[CH:13][CH:14]=1. The yield is 0.950. (6) The reactants are [CH3:1][C:2]1[N:7]=[C:6]([C:8]([O:10][CH3:11])=[O:9])[CH:5]=[CH:4][CH:3]=1.[Br:12]N1C(=O)CCC1=O.C(OOC(=O)C1C=CC=CC=1)(=O)C1C=CC=CC=1. The catalyst is C(Cl)(Cl)(Cl)Cl. The product is [Br:12][CH2:1][C:2]1[N:7]=[C:6]([C:8]([O:10][CH3:11])=[O:9])[CH:5]=[CH:4][CH:3]=1. The yield is 0.280. (7) The yield is 0.950. The product is [CH3:11][C:9]1[CH:10]=[C:2]([C:25]#[N:26])[CH:3]=[C:4]2[C:8]=1[C:7](=[O:12])[N:6]([CH2:13][C:14]1[CH:19]=[CH:18][C:17]([O:20][C:21]([F:22])([F:24])[F:23])=[CH:16][CH:15]=1)[CH2:5]2. The reactants are Br[C:2]1[CH:3]=[C:4]2[C:8](=[C:9]([CH3:11])[CH:10]=1)[C:7](=[O:12])[N:6]([CH2:13][C:14]1[CH:19]=[CH:18][C:17]([O:20][C:21]([F:24])([F:23])[F:22])=[CH:16][CH:15]=1)[CH2:5]2.[C-:25]#[N:26].[Na+].CCCCCC.CCOC(C)=O. The catalyst is C(#N)C.C1C=CC([P]([Pd]([P](C2C=CC=CC=2)(C2C=CC=CC=2)C2C=CC=CC=2)([P](C2C=CC=CC=2)(C2C=CC=CC=2)C2C=CC=CC=2)[P](C2C=CC=CC=2)(C2C=CC=CC=2)C2C=CC=CC=2)(C2C=CC=CC=2)C2C=CC=CC=2)=CC=1.[Cu]I. (8) The reactants are [Cl:1][C:2]1[CH:7]=[C:6]([CH2:8]O)[C:5]([I:10])=[CH:4][N:3]=1.[Br:11]CC1C(Cl)=NC(Cl)=C(F)C=1. No catalyst specified. The product is [Br:11][CH2:8][C:6]1[C:5]([I:10])=[CH:4][N:3]=[C:2]([Cl:1])[CH:7]=1. The yield is 0.600. (9) The reactants are Br[C:2]1[CH:7]=[CH:6][C:5]([C@@H:8]2[CH2:14][O:13][CH2:12][CH2:11][N:10]([C@@H:15]([C:17]3[CH:22]=[CH:21][CH:20]=[CH:19][CH:18]=3)[CH3:16])[CH2:9]2)=[CH:4][CH:3]=1.C(=O)([O-])[O-].[Na+].[Na+].[CH3:29][N:30](C)C(=O)C. The catalyst is C([O-])(=O)C.[Pd+2].C([O-])(=O)C.[C-]#N.[C-]#N.[C-]#N.[C-]#N.[C-]#N.[C-]#N.O.O.O.[K+].[K+].[K+].[K+].[Fe+2].C1(P(C2CCCCC2)C2C=CC=CC=2C2C(C(C)C)=CC(C(C)C)=CC=2C(C)C)CCCCC1. The product is [C:17]1([C@H:15]([N:10]2[CH2:9][C@H:8]([C:5]3[CH:6]=[CH:7][C:2]([C:29]#[N:30])=[CH:3][CH:4]=3)[CH2:14][O:13][CH2:12][CH2:11]2)[CH3:16])[CH:22]=[CH:21][CH:20]=[CH:19][CH:18]=1. The yield is 0.530.